Dataset: Full USPTO retrosynthesis dataset with 1.9M reactions from patents (1976-2016). Task: Predict the reactants needed to synthesize the given product. (1) Given the product [CH3:1][O:2][C:3]1[CH:4]=[C:5]([O:6][CH2:7][CH2:8][N:9]2[CH2:10][CH2:11][N:12]([CH2:15][CH2:16][O:17][CH3:18])[CH2:13][CH2:14]2)[CH:19]=[CH:20][C:21]=1[NH2:22], predict the reactants needed to synthesize it. The reactants are: [CH3:1][O:2][C:3]1[CH:4]=[C:5]([CH:19]=[CH:20][C:21]=1[N+:22]([O-])=O)[O:6][CH2:7][CH2:8][N:9]1[CH2:14][CH2:13][N:12]([CH2:15][CH2:16][O:17][CH3:18])[CH2:11][CH2:10]1. (2) Given the product [F:25][CH:21]([F:26])[N:6]1[C:7]([C:9]([O:11][CH2:12][CH3:13])=[O:10])=[CH:8][C:4]([N+:1]([O-:3])=[O:2])=[N:5]1, predict the reactants needed to synthesize it. The reactants are: [N+:1]([C:4]1[CH:8]=[C:7]([C:9]([O:11][CH2:12][CH3:13])=[O:10])[NH:6][N:5]=1)([O-:3])=[O:2].C(=O)([O-])[O-].[Cs+].[Cs+].Cl[C:21]([F:26])([F:25])C([O-])=O.[Na+].C(=O)([O-])O.[Na+]. (3) Given the product [F:8][C:9]1[CH:10]=[C:11]([C:15]2[CH:16]=[C:17]3[C:21](=[CH:22][CH:23]=2)[NH:20][CH2:19][CH2:18]3)[CH:12]=[N:13][CH:14]=1, predict the reactants needed to synthesize it. The reactants are: C(O)(C(F)(F)F)=O.[F:8][C:9]1[CH:10]=[C:11]([C:15]2[CH:16]=[C:17]3[C:21](=[CH:22][CH:23]=2)[N:20](C(OC(C)(C)C)=O)[CH2:19][CH2:18]3)[CH:12]=[N:13][CH:14]=1. (4) Given the product [CH2:1]([O:3][C:4](=[O:17])[C:5]([O:8][C:9]1[CH:14]=[CH:13][C:12]([O:15][CH2:19][C:20]2[C:21]([CH2:37][O:38][CH3:39])=[N:22][C:23]([C:26]3[CH:31]=[CH:30][C:29]([O:32][C:33]([F:36])([F:35])[F:34])=[CH:28][CH:27]=3)=[N:24][CH:25]=2)=[CH:11][C:10]=1[CH3:16])([CH3:6])[CH3:7])[CH3:2], predict the reactants needed to synthesize it. The reactants are: [CH2:1]([O:3][C:4](=[O:17])[C:5]([O:8][C:9]1[CH:14]=[CH:13][C:12]([OH:15])=[CH:11][C:10]=1[CH3:16])([CH3:7])[CH3:6])[CH3:2].Cl[CH2:19][C:20]1[C:21]([CH2:37][O:38][CH3:39])=[N:22][C:23]([C:26]2[CH:31]=[CH:30][C:29]([O:32][C:33]([F:36])([F:35])[F:34])=[CH:28][CH:27]=2)=[N:24][CH:25]=1. (5) Given the product [ClH:1].[Cl:1][C:2]1[CH:3]=[C:4]2[C:8](=[CH:9][CH:10]=1)[N:7]([S:44]([C:41]1[CH:42]=[CH:43][C:38]([O:37][CH3:36])=[CH:39][C:40]=1[O:48][C:49]([F:50])([F:51])[F:52])(=[O:46])=[O:45])[C:6](=[O:11])[C:5]2([C:28]1[CH:33]=[CH:32][CH:31]=[CH:30][C:29]=1[O:34][CH3:35])[O:12][CH2:13][C:14](=[O:27])[N:15]1[CH2:20][CH2:19][N:18]([C:21]2[CH:26]=[CH:25][CH:24]=[CH:23][N:22]=2)[CH2:17][CH2:16]1, predict the reactants needed to synthesize it. The reactants are: [Cl:1][C:2]1[CH:3]=[C:4]2[C:8](=[CH:9][CH:10]=1)[NH:7][C:6](=[O:11])[C:5]2([C:28]1[CH:33]=[CH:32][CH:31]=[CH:30][C:29]=1[O:34][CH3:35])[O:12][CH2:13][C:14](=[O:27])[N:15]1[CH2:20][CH2:19][N:18]([C:21]2[CH:26]=[CH:25][CH:24]=[CH:23][N:22]=2)[CH2:17][CH2:16]1.[CH3:36][O:37][C:38]1[CH:43]=[CH:42][C:41]([S:44](Cl)(=[O:46])=[O:45])=[C:40]([O:48][C:49]([F:52])([F:51])[F:50])[CH:39]=1. (6) Given the product [N:1]12[CH2:10][CH:5]3[CH2:6][CH:7]([CH2:9][CH:3]([C@@H:4]3[NH:11][C:18](=[O:19])[C:17]3[CH:21]=[CH:22][C:14]([O:13][CH3:12])=[CH:15][CH:16]=3)[CH2:2]1)[CH2:8]2, predict the reactants needed to synthesize it. The reactants are: [N:1]12[CH2:10][CH:5]3[CH2:6][CH:7]([CH2:9][CH:3]([C@@H:4]3[NH2:11])[CH2:2]1)[CH2:8]2.[CH3:12][O:13][C:14]1[CH:22]=[CH:21][C:17]([C:18](O)=[O:19])=[CH:16][CH:15]=1.N. (7) Given the product [C:20]([C:17]1[CH:18]=[CH:19][C:14]([C:3]2[C:4]([CH2:7][CH2:8][C:9]([OH:11])=[O:10])=[CH:5][S:6][C:2]=2[C:28]2[CH:29]=[CH:30][C:25]([O:24][CH3:23])=[CH:26][CH:27]=2)=[C:15]([CH3:22])[CH:16]=1)#[N:21], predict the reactants needed to synthesize it. The reactants are: Br[C:2]1[S:6][CH:5]=[C:4]([CH2:7][CH2:8][C:9]([O:11]CC)=[O:10])[C:3]=1[C:14]1[CH:19]=[CH:18][C:17]([C:20]#[N:21])=[CH:16][C:15]=1[CH3:22].[CH3:23][O:24][C:25]1[CH:30]=[CH:29][C:28](B(O)O)=[CH:27][CH:26]=1.C([O-])([O-])=O.[Na+].[Na+]. (8) The reactants are: [CH3:1][C:2]1([CH3:24])[CH2:7][CH2:6][N:5]([CH2:8][CH2:9][C:10]([NH:13][C:14](=[O:23])[O:15][CH2:16][C:17]2[CH:22]=[CH:21][CH:20]=[CH:19][CH:18]=2)([CH3:12])[CH3:11])[CH2:4][CH2:3]1.[CH3:25][I:26]. Given the product [I-:26].[CH2:16]([O:15][C:14]([NH:13][C:10]([CH3:11])([CH3:12])[CH2:9][CH2:8][N+:5]1([CH3:25])[CH2:6][CH2:7][C:2]([CH3:24])([CH3:1])[CH2:3][CH2:4]1)=[O:23])[C:17]1[CH:22]=[CH:21][CH:20]=[CH:19][CH:18]=1, predict the reactants needed to synthesize it. (9) Given the product [CH3:27][C:22]1[CH:23]=[C:24]([CH3:26])[N:25]=[C:20]([N:4]2[CH2:5][CH2:6][N:1]([CH2:7][C:8]3[CH:9]=[CH:10][C:11]([CH2:14][NH:15][C:16](=[O:18])[CH3:17])=[CH:12][CH:13]=3)[CH2:2][CH2:3]2)[N:21]=1, predict the reactants needed to synthesize it. The reactants are: [N:1]1([CH2:7][C:8]2[CH:13]=[CH:12][C:11]([CH2:14][NH:15][C:16](=[O:18])[CH3:17])=[CH:10][CH:9]=2)[CH2:6][CH2:5][NH:4][CH2:3][CH2:2]1.Cl[C:20]1[N:25]=[C:24]([CH3:26])[CH:23]=[C:22]([CH3:27])[N:21]=1.C(=O)([O-])[O-].[K+].[K+].O. (10) Given the product [CH3:39][N:28]([C:29]1[CH:38]=[CH:37][C:32]2[N:33]=[C:34]([CH3:36])[O:35][C:31]=2[CH:30]=1)[C:26](=[O:27])[CH3:25], predict the reactants needed to synthesize it. The reactants are: BrC1C=C(OC)C=CC=1N.C([O-])([O-])=O.[Cs+].[Cs+].IC1C=NN([CH2:25][C:26]([N:28]([CH3:39])[C:29]2[CH:38]=[CH:37][C:32]3[N:33]=[C:34]([CH3:36])[O:35][C:31]=3[CH:30]=2)=[O:27])C(=O)C=1.